This data is from Catalyst prediction with 721,799 reactions and 888 catalyst types from USPTO. The task is: Predict which catalyst facilitates the given reaction. (1) Reactant: [C:1]1([C:7]2[N:8]=[CH:9][C:10]([N:19]([CH2:21][C:22]3[CH:27]=[CH:26][CH:25]=[C:24]([O:28]COC)[CH:23]=3)[CH3:20])=[N:11][C:12]=2[C:13]2[CH:18]=[CH:17][CH:16]=[CH:15][CH:14]=2)[CH:6]=[CH:5][CH:4]=[CH:3][CH:2]=1.Cl.CO. Product: [C:1]1([C:7]2[N:8]=[CH:9][C:10]([N:19]([CH2:21][C:22]3[CH:23]=[C:24]([OH:28])[CH:25]=[CH:26][CH:27]=3)[CH3:20])=[N:11][C:12]=2[C:13]2[CH:18]=[CH:17][CH:16]=[CH:15][CH:14]=2)[CH:2]=[CH:3][CH:4]=[CH:5][CH:6]=1. The catalyst class is: 5. (2) Reactant: Br[C:2]1[CH:7]=[CH:6][C:5]([C:8]2[O:9][C:10]([C:13]3[CH:18]=[CH:17][CH:16]=[CH:15][CH:14]=3)=[N:11][N:12]=2)=[CH:4][CH:3]=1.[B:19]1([B:19]2[O:23][C:22]([CH3:25])([CH3:24])[C:21]([CH3:27])([CH3:26])[O:20]2)[O:23][C:22]([CH3:25])([CH3:24])[C:21]([CH3:27])([CH3:26])[O:20]1.ClCCl.C([O-])(=O)C.[K+]. Product: [CH3:26][C:21]1([CH3:27])[C:22]([CH3:25])([CH3:24])[O:23][B:19]([C:2]2[CH:7]=[CH:6][C:5]([C:8]3[O:9][C:10]([C:13]4[CH:18]=[CH:17][CH:16]=[CH:15][CH:14]=4)=[N:11][N:12]=3)=[CH:4][CH:3]=2)[O:20]1. The catalyst class is: 423.